Dataset: CYP1A2 inhibition data for predicting drug metabolism from PubChem BioAssay. Task: Regression/Classification. Given a drug SMILES string, predict its absorption, distribution, metabolism, or excretion properties. Task type varies by dataset: regression for continuous measurements (e.g., permeability, clearance, half-life) or binary classification for categorical outcomes (e.g., BBB penetration, CYP inhibition). Dataset: cyp1a2_veith. (1) The compound is Cc1ccc(NC(=S)Nc2nc(CC(=O)Nc3ccccc3)cs2)cc1. The result is 1 (inhibitor). (2) The result is 1 (inhibitor). The drug is COc1ccccc1CNc1ncnc2ccc(-c3cccc(C#N)c3)cc12. (3) The drug is O=C(CCCCCn1c(=O)[nH]c2ccsc2c1=O)NCc1ccc2c(c1)OCO2. The result is 1 (inhibitor). (4) The result is 1 (inhibitor). The molecule is Cc1ccc2[nH]c3c(c2c1)CN(C(=O)CN1c2ccc(F)cc2CCC1C)CC3. (5) The compound is COc1cc2ccccc2c2cc([N+](=O)[O-])oc12. The result is 1 (inhibitor). (6) The drug is Cc1nc2ncnn2c(C)c1CCC(=O)Nc1ccc(S(=O)(=O)N2CCCCCC2)cc1. The result is 0 (non-inhibitor). (7) The molecule is CCCC[C@@H]1CN2[C@@H](CC[C@@H](C)[C@H]2c2ccc(Br)cc2)C(=O)O1. The result is 0 (non-inhibitor). (8) The compound is C=C(CC1(C(C)NP(=O)(c2ccccc2)c2ccccc2)CC1)c1ccccc1. The result is 1 (inhibitor).